From a dataset of Catalyst prediction with 721,799 reactions and 888 catalyst types from USPTO. Predict which catalyst facilitates the given reaction. (1) Reactant: Cl[C:2]([O:4][C:5]1[CH:10]=[CH:9][C:8]([N+:11]([O-:13])=[O:12])=[CH:7][CH:6]=1)=[O:3].C([N:27]1[CH2:30][CH:29]([O:31][C:32]2[CH:37]=[CH:36][C:35]([I:38])=[CH:34][N:33]=2)[CH2:28]1)(C1C=CC=CC=1)C1C=CC=CC=1. Product: [N+:11]([C:8]1[CH:9]=[CH:10][C:5]([O:4][C:2]([N:27]2[CH2:28][CH:29]([O:31][C:32]3[CH:37]=[CH:36][C:35]([I:38])=[CH:34][N:33]=3)[CH2:30]2)=[O:3])=[CH:6][CH:7]=1)([O-:13])=[O:12]. The catalyst class is: 4. (2) Reactant: [Cl:1][C:2]1[CH:7]=[CH:6][C:5](B(O)O)=[CH:4][C:3]=1[C:11]([NH:13][CH2:14][C:15]12[CH2:24][CH:19]3[CH2:20][CH:21]([CH2:23][CH:17]([CH2:18]3)[CH2:16]1)[CH2:22]2)=[O:12].[Cl:25][C:26]1[C:31](Cl)=[N:30][CH:29]=[CH:28][N:27]=1.C(=O)([O-])[O-].[K+].[K+].C(OCC)(=O)C. Product: [Cl:1][C:2]1[CH:7]=[CH:6][C:5]([C:31]2[C:26]([Cl:25])=[N:27][CH:28]=[CH:29][N:30]=2)=[CH:4][C:3]=1[C:11]([NH:13][CH2:14][C:15]12[CH2:24][CH:19]3[CH2:20][CH:21]([CH2:23][CH:17]([CH2:18]3)[CH2:16]1)[CH2:22]2)=[O:12]. The catalyst class is: 189. (3) Reactant: [CH2:1]([N:3]([CH2:16][CH3:17])[C:4](=[O:15])[C:5]1[CH:10]=[CH:9][C:8]([O:11][CH3:12])=[CH:7][C:6]=1OC)[CH3:2].[C:18]1(B2OCC(C)(C)CO2)[CH:23]=[CH:22][CH:21]=[CH:20][CH:19]=1. Product: [CH2:16]([N:3]([CH2:1][CH3:2])[C:4](=[O:15])[C:5]1[CH:10]=[CH:9][C:8]([O:11][CH3:12])=[CH:7][C:6]=1[C:18]1[CH:23]=[CH:22][CH:21]=[CH:20][CH:19]=1)[CH3:17]. The catalyst class is: 11. (4) Reactant: N1C=CC=CC=1.[Br:7][C:8]1[CH:9]=[C:10]2[C:15](=[CH:16][CH:17]=1)[N:14]([C:18](=[O:20])[CH3:19])[C@@H:13]([CH3:21])[CH2:12][NH:11]2.[Cl:22][C:23](Cl)([O:25]C(=O)OC(Cl)(Cl)Cl)Cl. Product: [C:18]([N:14]1[C:15]2[C:10](=[CH:9][C:8]([Br:7])=[CH:17][CH:16]=2)[N:11]([C:23]([Cl:22])=[O:25])[CH2:12][C@@H:13]1[CH3:21])(=[O:20])[CH3:19]. The catalyst class is: 4. (5) Reactant: [S:1]1[CH:5]=[CH:4][CH:3]=[C:2]1[S:6](Cl)(=[O:8])=[O:7].[NH2:10][CH:11]1[C:19]2[C:14](=[CH:15][C:16]([CH2:20][C:21]3[CH:22]=[C:23]([CH2:31][OH:32])[CH:24]=[C:25]([C:27]([F:30])([F:29])[F:28])[CH:26]=3)=[CH:17][CH:18]=2)[CH2:13][CH2:12]1.C(N(CC)CC)C.C([O-])(O)=O.[Na+]. Product: [OH:32][CH2:31][C:23]1[CH:22]=[C:21]([CH:26]=[C:25]([C:27]([F:28])([F:29])[F:30])[CH:24]=1)[CH2:20][C:16]1[CH:15]=[C:14]2[C:19](=[CH:18][CH:17]=1)[CH:11]([NH:10][S:6]([C:2]1[S:1][CH:5]=[CH:4][CH:3]=1)(=[O:8])=[O:7])[CH2:12][CH2:13]2. The catalyst class is: 2.